Dataset: Forward reaction prediction with 1.9M reactions from USPTO patents (1976-2016). Task: Predict the product of the given reaction. (1) The product is: [CH2:46]([O:48][C:49](=[O:53])[CH2:50][CH2:51][NH:52][C:5](=[O:7])[C:4]1[CH:8]=[CH:9][C:10]([OH:11])=[C:2]([F:1])[CH:3]=1)[CH3:47]. Given the reactants [F:1][C:2]1[CH:3]=[C:4]([CH:8]=[CH:9][C:10]=1[OH:11])[C:5]([OH:7])=O.C1CN([P+](ON2N=NC3C=CC=CC2=3)(N2CCCC2)N2CCCC2)CC1.F[P-](F)(F)(F)(F)F.Cl.[CH2:46]([O:48][C:49](=[O:53])[CH2:50][CH2:51][NH2:52])[CH3:47].C(N(C(C)C)C(C)C)C.[Cl-].[NH4+], predict the reaction product. (2) The product is: [N:10]1[C:11]2[C:6](=[CH:5][CH:4]=[CH:3][C:2]=2[C:17]2([OH:26])[C:25]3[C:20](=[CH:21][CH:22]=[CH:23][CH:24]=3)[CH2:19][CH2:18]2)[CH:7]=[CH:8][CH:9]=1. Given the reactants Br[C:2]1[CH:3]=[CH:4][CH:5]=[C:6]2[C:11]=1[N:10]=[CH:9][CH:8]=[CH:7]2.[Li]CCCC.[C:17]1(=[O:26])[C:25]2[C:20](=[CH:21][CH:22]=[CH:23][CH:24]=2)[CH2:19][CH2:18]1.Cl, predict the reaction product. (3) Given the reactants [CH2:1]([O:3][C:4]([C:6]1([C:9]([OH:11])=O)[CH2:8][CH2:7]1)=[O:5])[CH3:2].[F:12][C:13]1[CH:18]=[CH:17][C:16]([NH2:19])=[CH:15][CH:14]=1.C1C=NC2N(O)N=NC=2C=1.CCN=C=NCCCN(C)C, predict the reaction product. The product is: [F:12][C:13]1[CH:18]=[CH:17][C:16]([NH:19][C:9]([C:6]2([C:4]([O:3][CH2:1][CH3:2])=[O:5])[CH2:7][CH2:8]2)=[O:11])=[CH:15][CH:14]=1. (4) Given the reactants [NH:1]1[CH2:6][CH2:5][O:4][CH2:3][CH2:2]1.Cl[C:8]1[N:13]=[C:12](/[CH:14]=[CH:15]/[C:16]2[N:23]3[C:19]([S:20][CH:21]=[CH:22]3)=[N:18][C:17]=2[C:24]2[CH:29]=[CH:28][CH:27]=[CH:26][CH:25]=2)[CH:11]=[CH:10][N:9]=1, predict the reaction product. The product is: [N:1]1([C:8]2[N:13]=[C:12](/[CH:14]=[CH:15]/[C:16]3[N:23]4[C:19]([S:20][CH:21]=[CH:22]4)=[N:18][C:17]=3[C:24]3[CH:29]=[CH:28][CH:27]=[CH:26][CH:25]=3)[CH:11]=[CH:10][N:9]=2)[CH2:6][CH2:5][O:4][CH2:3][CH2:2]1. (5) Given the reactants [C:1]([O:5][C:6]([N:8]1[CH2:12][CH2:11][C@@H:10]([C:13](O)=[O:14])[CH2:9]1)=[O:7])([CH3:4])([CH3:3])[CH3:2].B.C1COCC1, predict the reaction product. The product is: [C:1]([O:5][C:6]([N:8]1[CH2:12][CH2:11][C@@H:10]([CH2:13][OH:14])[CH2:9]1)=[O:7])([CH3:4])([CH3:3])[CH3:2].